Dataset: Full USPTO retrosynthesis dataset with 1.9M reactions from patents (1976-2016). Task: Predict the reactants needed to synthesize the given product. (1) Given the product [O-:24][N+:1]1[CH:6]=[CH:5][CH:4]=[C:3]([C:7]2[CH:15]=[CH:14][C:10]([C:11]([OH:13])=[O:12])=[CH:9][CH:8]=2)[CH:2]=1, predict the reactants needed to synthesize it. The reactants are: [N:1]1[CH:6]=[CH:5][CH:4]=[C:3]([C:7]2[CH:15]=[CH:14][C:10]([C:11]([OH:13])=[O:12])=[CH:9][CH:8]=2)[CH:2]=1.C1C=C(Cl)C=C(C(OO)=[O:24])C=1. (2) Given the product [CH3:17][C:4]1[CH:5]=[C:6]([O:8][CH2:9][CH2:10][N:11]2[CH2:15][CH2:14][CH2:13][C:12]2=[O:16])[CH:7]=[C:2]([CH3:1])[C:3]=1[C:18]1[CH:23]=[CH:22][CH:21]=[C:20]([CH2:24][NH:25][C:26]2[CH:31]=[CH:30][C:29]([CH2:32][CH2:33][C:34]([O:36][C:37]([CH3:39])([CH3:38])[CH3:40])=[O:35])=[C:28]([F:41])[CH:27]=2)[CH:19]=1, predict the reactants needed to synthesize it. The reactants are: [CH3:1][C:2]1[CH:7]=[C:6]([O:8][CH2:9][CH2:10][N:11]2[CH2:15][CH2:14][CH2:13][C:12]2=[O:16])[CH:5]=[C:4]([CH3:17])[C:3]=1[C:18]1[CH:23]=[CH:22][CH:21]=[C:20]([CH2:24][N:25](S(C2C=CC=CC=2[N+]([O-])=O)(=O)=O)[C:26]2[CH:31]=[CH:30][C:29]([CH2:32][CH2:33][C:34]([O:36][C:37]([CH3:40])([CH3:39])[CH3:38])=[O:35])=[C:28]([F:41])[CH:27]=2)[CH:19]=1.SCC(O)=O.O.[OH-].[Li+]. (3) Given the product [Cl:22][C:8]1[N:9]=[N:10][C:11]([C:13]2[CH:18]=[CH:17][CH:16]=[CH:15][CH:14]=2)=[CH:12][C:7]=1[C:1]1[CH:6]=[CH:5][CH:4]=[CH:3][CH:2]=1, predict the reactants needed to synthesize it. The reactants are: [C:1]1([C:7]2[C:8](=O)[NH:9][N:10]=[C:11]([C:13]3[CH:18]=[CH:17][CH:16]=[CH:15][CH:14]=3)[CH:12]=2)[CH:6]=[CH:5][CH:4]=[CH:3][CH:2]=1.O=P(Cl)(Cl)[Cl:22]. (4) The reactants are: [N+:1]([C:4]1[CH:5]=[C:6]([C:10]2[O:11][C:12]3[CH:17]=[CH:16][N:15]=[CH:14][C:13]=3[N:18]=2)[CH:7]=[CH:8][CH:9]=1)([O-])=O.[NH4+].[Cl-]. Given the product [O:11]1[C:12]2[CH:17]=[CH:16][N:15]=[CH:14][C:13]=2[N:18]=[C:10]1[C:6]1[CH:5]=[C:4]([NH2:1])[CH:9]=[CH:8][CH:7]=1, predict the reactants needed to synthesize it. (5) Given the product [C:18]([C:7]1[C:8]2[C:13](=[CH:12][C:11]([O:14][CH:15]([F:16])[F:17])=[CH:10][CH:9]=2)[N:5]([CH:1]2[CH2:2][CH2:3][CH2:4]2)[C:6]=1[B:20]([OH:25])[OH:21])#[N:19], predict the reactants needed to synthesize it. The reactants are: [CH:1]1([N:5]2[C:13]3[C:8](=[CH:9][CH:10]=[C:11]([O:14][CH:15]([F:17])[F:16])[CH:12]=3)[C:7]([C:18]#[N:19])=[CH:6]2)[CH2:4][CH2:3][CH2:2]1.[B:20](OC(C)C)([O:25]C(C)C)[O:21]C(C)C.[Li+].CC([N-]C(C)C)C. (6) Given the product [F:33][C:2]([F:1])([O:7][C:8]1[CH:9]=[CH:10][C:11]([N:14]2[CH:18]=[N:17][C:16]([C:19]3[CH:20]=[CH:21][C:22]([NH2:25])=[CH:23][CH:24]=3)=[N:15]2)=[CH:12][CH:13]=1)[C:3]([F:6])([F:5])[F:4], predict the reactants needed to synthesize it. The reactants are: [F:1][C:2]([F:33])([O:7][C:8]1[CH:13]=[CH:12][C:11]([N:14]2[CH:18]=[N:17][C:16]([C:19]3[CH:24]=[CH:23][C:22]([NH:25]C(=O)OC(C)(C)C)=[CH:21][CH:20]=3)=[N:15]2)=[CH:10][CH:9]=1)[C:3]([F:6])([F:5])[F:4].O1CCOCC1.C([O-])(O)=O.[Na+]. (7) Given the product [CH3:11][CH:12]([CH2:30][CH2:31][CH2:32][CH:33]([CH3:40])[CH2:34][CH2:35][CH2:36][CH:37]([CH3:39])[CH3:38])[CH2:13][CH2:14][O:15][C:16]1[CH:28]=[CH:27][C:26]2[C:25]3[C:20](=[CH:21][CH:22]=[CH:23][CH:24]=3)[C:19]([C:5]3[CH:10]=[CH:9][CH:8]=[CH:7][CH:6]=3)([OH:29])[C:18]=2[CH:17]=1, predict the reactants needed to synthesize it. The reactants are: [Mg].II.Br[C:5]1[CH:10]=[CH:9][CH:8]=[CH:7][CH:6]=1.[CH3:11][CH:12]([CH2:30][CH2:31][CH2:32][CH:33]([CH3:40])[CH2:34][CH2:35][CH2:36][CH:37]([CH3:39])[CH3:38])[CH2:13][CH2:14][O:15][C:16]1[CH:28]=[CH:27][C:26]2[C:25]3[C:20](=[CH:21][CH:22]=[CH:23][CH:24]=3)[C:19](=[O:29])[C:18]=2[CH:17]=1. (8) Given the product [CH3:1][O:2][C:3]1[CH:16]=[C:15]([O:17][CH3:18])[CH:14]=[CH:13][C:4]=1[CH2:5][N:6]([C:7]1[CH:12]=[CH:11][N:10]=[CH:9][N:8]=1)[S:28]([C:21]1[CH:22]=[CH:23][C:24]([F:27])=[C:25]([F:26])[C:20]=1[F:19])(=[O:30])=[O:29], predict the reactants needed to synthesize it. The reactants are: [CH3:1][O:2][C:3]1[CH:16]=[C:15]([O:17][CH3:18])[CH:14]=[CH:13][C:4]=1[CH2:5][NH:6][C:7]1[CH:12]=[CH:11][N:10]=[CH:9][N:8]=1.[F:19][C:20]1[C:25]([F:26])=[C:24]([F:27])[CH:23]=[CH:22][C:21]=1[S:28](Cl)(=[O:30])=[O:29].N12CCN(CC1)CC2.